Predict the product of the given reaction. From a dataset of Forward reaction prediction with 1.9M reactions from USPTO patents (1976-2016). (1) The product is: [CH3:15][C:14]1([CH2:13][C:12]2([CH2:11][CH2:10][C:7]3[CH:8]=[CH:9][C:4]([NH2:1])=[CH:5][CH:6]=3)[O:17][CH2:23][CH2:22][O:29]2)[O:46][CH2:45][CH2:44][O:16]1. Given the reactants [N+:1]([C:4]1[CH:9]=[CH:8][C:7]([CH2:10][CH2:11][C:12](=[O:17])[CH2:13][C:14](=[O:16])[CH3:15])=[CH:6][CH:5]=1)([O-])=O.[Si]([CH:22]([OH:29])[CH:23](O)[Si](C)(C)C)(C)(C)C.[Si](OS(C(F)(F)F)(=O)=O)(C)(C)C.[H][H].[CH3:44][CH2:45][O:46]C(C)=O, predict the reaction product. (2) Given the reactants C(OC(=O)[NH:7][C@H:8]([CH2:34][C:35]1[CH:40]=[C:39]([F:41])[C:38]([F:42])=[CH:37][C:36]=1[F:43])[CH2:9][C:10]([N:12]1[CH2:17][CH2:16][N:15]2[C:18]([C:30]([F:33])([F:32])[F:31])=[N:19][C:20]([C:21]([N:23]3[CH2:27][CH2:26][CH2:25][C@@H:24]3[CH2:28][OH:29])=[O:22])=[C:14]2[CH2:13]1)=[O:11])(C)(C)C.[ClH:45], predict the reaction product. The product is: [ClH:45].[NH2:7][C@H:8]([CH2:34][C:35]1[CH:40]=[C:39]([F:41])[C:38]([F:42])=[CH:37][C:36]=1[F:43])[CH2:9][C:10]([N:12]1[CH2:17][CH2:16][N:15]2[C:18]([C:30]([F:33])([F:32])[F:31])=[N:19][C:20]([C:21]([N:23]3[CH2:27][CH2:26][CH2:25][C@@H:24]3[CH2:28][OH:29])=[O:22])=[C:14]2[CH2:13]1)=[O:11]. (3) Given the reactants ClC1C=[C:4]([N:8]2[C:12](N)=[CH:11][C:10](C(F)(F)F)=N2)[CH:5]=[CH:6][CH:7]=1.[C:18]([C:22]1[CH:26]=[C:25]([CH2:27][NH2:28])[N:24]([C:29]2[CH:34]=[CH:33][CH:32]=[C:31]([Cl:35])[CH:30]=2)[N:23]=1)([CH3:21])([CH3:20])[CH3:19].F[B-](F)(F)F.N1([O:50][C:51](N(C)C)=[N+](C)C)C2C=CC=CC=2N=N1.C(N(C(C)C)C(C)C)C, predict the reaction product. The product is: [C:18]([C:22]1[CH:26]=[C:25]([CH2:27][NH:28][C:51](=[O:50])[CH:11]([C:12]2[CH:7]=[CH:6][CH:5]=[CH:4][N:8]=2)[CH3:10])[N:24]([C:29]2[CH:34]=[CH:33][CH:32]=[C:31]([Cl:35])[CH:30]=2)[N:23]=1)([CH3:21])([CH3:19])[CH3:20]. (4) Given the reactants [Cl:1][C:2]1[CH:7]=[CH:6][N:5]=[C:4]([N:8]2[C:20](=[O:21])[C:19]3[S:18][C:17]4[CH2:16][CH2:15][CH2:14][CH2:13][C:12]=4[C:11]=3[CH:10]=[N:9]2)[C:3]=1[CH2:22][OH:23].ClCCl.[C:27](Cl)(=[O:29])[CH3:28], predict the reaction product. The product is: [C:27]([O:23][CH2:22][C:3]1[C:4]([N:8]2[C:20](=[O:21])[C:19]3[S:18][C:17]4[CH2:16][CH2:15][CH2:14][CH2:13][C:12]=4[C:11]=3[CH:10]=[N:9]2)=[N:5][CH:6]=[CH:7][C:2]=1[Cl:1])(=[O:29])[CH3:28]. (5) Given the reactants [CH:1]([C@H:4]1[CH2:9][CH2:8][C@H:7]([C:10]([OH:12])=O)[CH2:6][CH2:5]1)([CH3:3])[CH3:2].S(Cl)(Cl)=O.Cl.[CH3:18][O:19][C:20](=[O:30])[C@@H:21]([CH2:23][C:24]1[CH:29]=[CH:28][CH:27]=[CH:26][CH:25]=1)[NH2:22].C(N(CC)CC)C, predict the reaction product. The product is: [CH3:18][O:19][C:20](=[O:30])[C@@H:21]([CH2:23][C:24]1[CH:29]=[CH:28][CH:27]=[CH:26][CH:25]=1)[NH:22][C:10]([C@H:7]1[CH2:6][CH2:5][C@H:4]([CH:1]([CH3:2])[CH3:3])[CH2:9][CH2:8]1)=[O:12]. (6) Given the reactants [Cl:1][C:2]1[C:3]([CH2:18]C)=[C:4]([NH:10][C@H:11]([C@@H:15]([OH:17])[CH3:16])[C:12]([OH:14])=O)[CH:5]=[CH:6][C:7]=1[C:8]#[N:9].[Cl:20][C:21]1[CH:22]=[C:23]([CH:28]=[CH:29][CH:30]=1)[C:24]([NH:26][NH2:27])=[O:25].O.ON1C2C=CC=CC=2N=N1.Cl.CN(C)CCCN=C=NCC.C(N(CC)CC)C.C(O)(=O)CC(CC(O)=O)(C(O)=O)O, predict the reaction product. The product is: [Cl:20][C:21]1[CH:22]=[C:23]([CH:28]=[CH:29][CH:30]=1)[C:24]([NH:26][NH:27][C:12](=[O:14])[C@H:11]([NH:10][C:4]1[CH:5]=[CH:6][C:7]([C:8]#[N:9])=[C:2]([Cl:1])[C:3]=1[CH3:18])[C@@H:15]([OH:17])[CH3:16])=[O:25]. (7) Given the reactants [C:1]1([C:7]([C:9]2[CH:14]=[CH:13][CH:12]=[CH:11][CH:10]=2)=[NH:8])[CH:6]=[CH:5][CH:4]=[CH:3][CH:2]=1.I[C:16]1[CH:21]=[CH:20][CH:19]=[CH:18][CH:17]=1, predict the reaction product. The product is: [C:9]1([C:7]([C:1]2[CH:2]=[CH:3][CH:4]=[CH:5][CH:6]=2)=[N:8][C:16]2[CH:21]=[CH:20][CH:19]=[CH:18][CH:17]=2)[CH:10]=[CH:11][CH:12]=[CH:13][CH:14]=1.